Task: Predict the reactants needed to synthesize the given product.. Dataset: Full USPTO retrosynthesis dataset with 1.9M reactions from patents (1976-2016) (1) Given the product [Cl:43][C:44]1[CH:45]=[CH:46][C:47]([C:50]2[N:51]=[C:52]3[CH:57]=[CH:56][C:55]([C:58]4[CH:59]=[CH:60][CH:61]=[CH:62][CH:63]=4)=[CH:54][N:53]3[C:64]=2[CH2:65][N:66]2[CH2:71][CH2:70][N:69]([C:7]([C:4]3[CH:3]=[CH:2][N:1]=[CH:6][CH:5]=3)=[O:9])[CH2:68][CH2:67]2)=[CH:48][CH:49]=1, predict the reactants needed to synthesize it. The reactants are: [N:1]1[CH:6]=[CH:5][C:4]([C:7]([OH:9])=O)=[CH:3][CH:2]=1.CN(C(ON1N=NC2C=CC=NC1=2)=[N+](C)C)C.F[P-](F)(F)(F)(F)F.CCN(C(C)C)C(C)C.[Cl:43][C:44]1[CH:49]=[CH:48][C:47]([C:50]2[N:51]=[C:52]3[CH:57]=[CH:56][C:55]([C:58]4[CH:63]=[CH:62][CH:61]=[CH:60][CH:59]=4)=[CH:54][N:53]3[C:64]=2[CH2:65][N:66]2[CH2:71][CH2:70][NH:69][CH2:68][CH2:67]2)=[CH:46][CH:45]=1. (2) Given the product [C:1]([O:5][C:6]([N:8]1[CH2:13][CH2:12][CH:11]([O:14][C:15]2[CH:24]=[C:23]3[C:18]([CH:19]=[N:20][C:21]([NH:25][C:26]4[CH:31]=[CH:30][CH:29]=[C:28]([O:32][CH2:45][CH2:46][CH3:47])[CH:27]=4)=[N:22]3)=[CH:17][C:16]=2[C:33]2[S:34][CH:35]=[CH:36][N:37]=2)[CH2:10][CH2:9]1)=[O:7])([CH3:4])([CH3:2])[CH3:3], predict the reactants needed to synthesize it. The reactants are: [C:1]([O:5][C:6]([N:8]1[CH2:13][CH2:12][CH:11]([O:14][C:15]2[CH:24]=[C:23]3[C:18]([CH:19]=[N:20][C:21]([NH:25][C:26]4[CH:31]=[CH:30][CH:29]=[C:28]([OH:32])[CH:27]=4)=[N:22]3)=[CH:17][C:16]=2[C:33]2[S:34][CH:35]=[CH:36][N:37]=2)[CH2:10][CH2:9]1)=[O:7])([CH3:4])([CH3:3])[CH3:2].C([O-])([O-])=O.[K+].[K+].I[CH2:45][CH2:46][CH3:47]. (3) Given the product [N+:17]([C:12]1[CH:13]=[CH:14][CH:15]=[CH:16][C:11]=1[C:9]1[N:8]=[C:5]2[N:4]([CH:10]=1)[C:3]([CH2:2][N:20]1[CH:24]=[N:23][CH:22]=[N:21]1)=[CH:7][S:6]2)([O-:19])=[O:18], predict the reactants needed to synthesize it. The reactants are: Cl[CH2:2][C:3]1[N:4]2[CH:10]=[C:9]([C:11]3[CH:16]=[CH:15][CH:14]=[CH:13][C:12]=3[N+:17]([O-:19])=[O:18])[N:8]=[C:5]2[S:6][CH:7]=1.[NH:20]1[CH:24]=[N:23][CH:22]=[N:21]1.C([O-])([O-])=O.[K+].[K+]. (4) Given the product [CH3:12][NH:13][CH2:10][C:3]1[C:4]2[C:9](=[CH:8][CH:7]=[CH:6][CH:5]=2)[NH:1][CH:2]=1, predict the reactants needed to synthesize it. The reactants are: [NH:1]1[C:9]2[C:4](=[CH:5][CH:6]=[CH:7][CH:8]=2)[C:3]([CH:10]=O)=[CH:2]1.[CH3:12][NH2:13].[BH4-].[Na+]. (5) Given the product [CH2:18]([O:17][C:15]([C:14]1[CH:13]=[C:12]([CH:22]=[CH:21][CH:20]=1)[O:11][C:2]1[CH:7]=[CH:6][C:5]([N+:8]([O-:10])=[O:9])=[CH:4][CH:3]=1)=[O:16])[CH3:19], predict the reactants needed to synthesize it. The reactants are: F[C:2]1[CH:7]=[CH:6][C:5]([N+:8]([O-:10])=[O:9])=[CH:4][CH:3]=1.[OH:11][C:12]1[CH:13]=[C:14]([CH:20]=[CH:21][CH:22]=1)[C:15]([O:17][CH2:18][CH3:19])=[O:16].C([O-])([O-])=O.[K+].[K+].O. (6) Given the product [ClH:26].[NH2:1][C:2]1[N:7]=[C:6]([CH3:8])[C:5]([CH2:9][C:10]2[CH:11]=[CH:12][C:13]([CH2:16][C:17]([OH:19])=[O:18])=[CH:14][CH:15]=2)=[C:4]([NH:20][CH2:21][CH2:22][CH2:23][CH2:24][CH3:25])[N:3]=1, predict the reactants needed to synthesize it. The reactants are: [NH2:1][C:2]1[N:7]=[C:6]([CH3:8])[C:5]([CH2:9][C:10]2[CH:15]=[CH:14][C:13]([CH2:16][C:17]([OH:19])=[O:18])=[CH:12][CH:11]=2)=[C:4]([NH:20][CH2:21][CH2:22][CH2:23][CH2:24][CH3:25])[N:3]=1.[ClH:26].C(OC(C)C)(=O)C. (7) The reactants are: C(N1C2C(=CC=CC=2)C(CC(O)=O)=C1)(=O)N.C([O:19][C:20](=[O:35])[CH2:21][C:22]1[C:30]2[C:25](=[CH:26][CH:27]=[CH:28][CH:29]=2)[N:24]([C:31](=[O:33])[NH2:32])[C:23]=1[CH3:34])C. Given the product [C:31]([N:24]1[C:25]2[C:30](=[CH:29][CH:28]=[CH:27][CH:26]=2)[C:22]([CH2:21][C:20]([OH:35])=[O:19])=[C:23]1[CH3:34])(=[O:33])[NH2:32], predict the reactants needed to synthesize it.